This data is from Peptide-MHC class I binding affinity with 185,985 pairs from IEDB/IMGT. The task is: Regression. Given a peptide amino acid sequence and an MHC pseudo amino acid sequence, predict their binding affinity value. This is MHC class I binding data. (1) The peptide sequence is STYQFSLMQ. The MHC is HLA-B15:17 with pseudo-sequence HLA-B15:17. The binding affinity (normalized) is 0.0847. (2) The peptide sequence is ASNENEETI. The MHC is H-2-Db with pseudo-sequence H-2-Db. The binding affinity (normalized) is 0.851. (3) The peptide sequence is LPTWLGAAI. The MHC is HLA-A01:01 with pseudo-sequence HLA-A01:01. The binding affinity (normalized) is 0.0847. (4) The peptide sequence is LTGGVMLFF. The MHC is HLA-A01:01 with pseudo-sequence HLA-A01:01. The binding affinity (normalized) is 0.377.